Dataset: Reaction yield outcomes from USPTO patents with 853,638 reactions. Task: Predict the reaction yield, written as a fraction of the theoretical maximum amount of product (1.0 means a 100% yield; for example, 0.34 means a 34% yield). (1) The yield is 0.940. The catalyst is C(Cl)(Cl)Cl.C(OCC)(=O)C. The reactants are [C:1]([O:5][C:6]([N:8]1[CH2:12][C:11](=O)[CH2:10][C@H:9]1[C:14]([OH:16])=[O:15])=[O:7])([CH3:4])([CH3:3])[CH3:2].Cl.[CH3:18][O:19][NH2:20].C(N(CC)CC)C. The product is [C:1]([O:5][C:6]([N:8]1[CH2:12][C:11](=[N:20][O:19][CH3:18])[CH2:10][C@H:9]1[C:14]([OH:16])=[O:15])=[O:7])([CH3:4])([CH3:3])[CH3:2]. (2) The reactants are C(NC(C)C)(C)C.[Li]CCCC.[CH:13]1[C:23]2[CH:22]=[CH:21][C:20]3[CH:24]=[CH:25][CH:26]=[CH:27][C:19]=3[CH:18]([C:28]#[N:29])[C:17]=2[CH:16]=[CH:15][CH:14]=1.Br[CH2:31][CH2:32][CH2:33][C:34]#[N:35]. The catalyst is C1COCC1. The product is [C:34]([CH2:33][CH2:32][CH2:31][C:18]1([C:28]#[N:29])[C:17]2[CH:16]=[CH:15][CH:14]=[CH:13][C:23]=2[CH:22]=[CH:21][C:20]2[CH:24]=[CH:25][CH:26]=[CH:27][C:19]1=2)#[N:35]. The yield is 0.760. (3) The reactants are [NH2:1][C:2]1[S:6][C:5]2[CH2:7][CH2:8][CH2:9][C:4]=2[C:3]=1[C:10]([C:12]1[CH:17]=[CH:16][C:15]([O:18][CH3:19])=[CH:14][CH:13]=1)=O.[CH:20]1([C:23](=[O:28])[CH2:24][C:25](=O)[CH3:26])[CH2:22][CH2:21]1. The catalyst is C(O)(=O)C.S(=O)(=O)(O)O. The yield is 0.220. The product is [CH:20]1([C:23]([C:24]2[C:10]([C:12]3[CH:17]=[CH:16][C:15]([O:18][CH3:19])=[CH:14][CH:13]=3)=[C:3]3[C:4]4[CH2:9][CH2:8][CH2:7][C:5]=4[S:6][C:2]3=[N:1][C:25]=2[CH3:26])=[O:28])[CH2:22][CH2:21]1. (4) The reactants are Br[C:2]1[CH:3]=[C:4]([CH:9]=[C:10]([N:12]([CH3:17])[S:13]([CH3:16])(=[O:15])=[O:14])[CH:11]=1)[C:5]([O:7][CH3:8])=[O:6].[C:18]1([CH:24]2[CH2:28][NH:27][C:26](=[O:29])[CH2:25]2)[CH:23]=[CH:22][CH:21]=[CH:20][CH:19]=1.C(=O)([O-])[O-].[Cs+].[Cs+].O1CCOCC1. The catalyst is C(OCC)(=O)C.C1C=CC(/C=C/C(/C=C/C2C=CC=CC=2)=O)=CC=1.C1C=CC(/C=C/C(/C=C/C2C=CC=CC=2)=O)=CC=1.C1C=CC(/C=C/C(/C=C/C2C=CC=CC=2)=O)=CC=1.[Pd].[Pd]. The product is [CH3:17][N:12]([S:13]([CH3:16])(=[O:15])=[O:14])[C:10]1[CH:9]=[C:4]([CH:3]=[C:2]([N:27]2[CH2:28][CH:24]([C:18]3[CH:19]=[CH:20][CH:21]=[CH:22][CH:23]=3)[CH2:25][C:26]2=[O:29])[CH:11]=1)[C:5]([O:7][CH3:8])=[O:6]. The yield is 0.820.